This data is from Full USPTO retrosynthesis dataset with 1.9M reactions from patents (1976-2016). The task is: Predict the reactants needed to synthesize the given product. (1) Given the product [CH3:21][C:11]1[CH:16]=[CH:15][C:14]([S:17]([O:10][CH2:9][CH2:8][CH2:7][CH2:6][CH2:5][CH2:4][CH2:3][O:2][CH3:1])(=[O:19])=[O:18])=[CH:13][CH:12]=1, predict the reactants needed to synthesize it. The reactants are: [CH3:1][O:2][CH2:3][CH2:4][CH2:5][CH2:6][CH2:7][CH2:8][CH2:9][OH:10].[C:11]1([CH3:21])[CH:16]=[CH:15][C:14]([S:17](Cl)(=[O:19])=[O:18])=[CH:13][CH:12]=1.C(N(CC)CC)C. (2) Given the product [CH3:33][O:34][CH2:35][CH2:36][C:37]([O:20][CH2:19][C@H:17]1[O:16][N:15]=[C:14]([C:11]2[CH:12]=[CH:13][C:8]([C:7]3[CH:6]=[CH:5][C:4]([N:21]4[CH2:25][C@H:24]([CH2:26][N:27]5[CH:31]=[CH:30][N:29]=[N:28]5)[O:23][C:22]4=[O:32])=[CH:3][C:2]=3[F:1])=[CH:9][N:10]=2)[CH2:18]1)=[O:38], predict the reactants needed to synthesize it. The reactants are: [F:1][C:2]1[CH:3]=[C:4]([N:21]2[CH2:25][C@H:24]([CH2:26][N:27]3[CH:31]=[CH:30][N:29]=[N:28]3)[O:23][C:22]2=[O:32])[CH:5]=[CH:6][C:7]=1[C:8]1[CH:9]=[N:10][C:11]([C:14]2[CH2:18][C@@H:17]([CH2:19][OH:20])[O:16][N:15]=2)=[CH:12][CH:13]=1.[CH3:33][O:34][CH2:35][CH2:36][C:37](O)=[O:38].Cl.CN(C)CCCN=C=NCC. (3) The reactants are: C1(C(C2C=CC=CC=2)=[N:8][NH:9][C:10]2[CH:15]=[CH:14][C:13]([O:16][C:17]([F:23])([F:22])[C:18]([F:21])([F:20])[F:19])=[CH:12][CH:11]=2)C=CC=CC=1.[ClH:30]. Given the product [ClH:30].[F:22][C:17]([F:23])([O:16][C:13]1[CH:12]=[CH:11][C:10]([NH:9][NH2:8])=[CH:15][CH:14]=1)[C:18]([F:19])([F:21])[F:20], predict the reactants needed to synthesize it. (4) Given the product [OH:9][C:8]1[CH:10]=[CH:11][CH:12]=[CH:13][C:7]=1[C:6]([O:15][CH3:17])=[O:14], predict the reactants needed to synthesize it. The reactants are: OS(O)(=O)=O.[C:6]([OH:15])(=[O:14])[C:7]1[C:8](=[CH:10][CH:11]=[CH:12][CH:13]=1)[OH:9].O.[CH3:17]O. (5) Given the product [NH2:21][C:19]1[S:20][CH:14]=[C:13]([C:10]2[CH:11]=[CH:12][C:7]([O:6][C:5]3[CH:16]=[CH:17][C:2]([OH:1])=[CH:3][CH:4]=3)=[CH:8][CH:9]=2)[N:18]=1, predict the reactants needed to synthesize it. The reactants are: [OH:1][C:2]1[CH:17]=[CH:16][C:5]([O:6][C:7]2[CH:12]=[CH:11][C:10]([C:13](=O)[CH3:14])=[CH:9][CH:8]=2)=[CH:4][CH:3]=1.[NH2:18][C:19]([NH2:21])=[S:20].II. (6) The reactants are: [Cl:1][C:2]1[CH:3]=[C:4]([NH:17][C:18]2[C:27]3[C:22](=[CH:23][CH:24]=[C:25]([NH:28][C:29](=[O:38])[CH2:30][CH2:31][NH:32]C(=O)COC)[CH:26]=3)[N:21]=[CH:20][N:19]=2)[CH:5]=[CH:6][C:7]=1[O:8][CH2:9][C:10]1[CH:15]=[CH:14][CH:13]=[C:12]([F:16])[CH:11]=1.C(O)(=O)C1C=CC=CC=1. Given the product [NH2:32][CH2:31][CH2:30][C:29]([NH:28][C:25]1[CH:26]=[C:27]2[C:22](=[CH:23][CH:24]=1)[N:21]=[CH:20][N:19]=[C:18]2[NH:17][C:4]1[CH:5]=[CH:6][C:7]([O:8][CH2:9][C:10]2[CH:15]=[CH:14][CH:13]=[C:12]([F:16])[CH:11]=2)=[C:2]([Cl:1])[CH:3]=1)=[O:38], predict the reactants needed to synthesize it. (7) Given the product [CH2:34]([NH:36][C:4](=[O:6])[C:3]1[CH:7]=[CH:8][C:9]([C:11]2[N:16]=[C:15]3[N:17]([C:20]([C:23]4[CH:24]=[C:25]5[C:30](=[CH:31][CH:32]=4)[N:29]=[CH:28][CH:27]=[CH:26]5)([CH3:21])[CH3:22])[N:18]=[N:19][C:14]3=[CH:13][CH:12]=2)=[CH:10][C:2]=1[F:1])[CH3:35], predict the reactants needed to synthesize it. The reactants are: [F:1][C:2]1[CH:10]=[C:9]([C:11]2[N:16]=[C:15]3[N:17]([C:20]([C:23]4[CH:24]=[C:25]5[C:30](=[CH:31][CH:32]=4)[N:29]=[CH:28][CH:27]=[CH:26]5)([CH3:22])[CH3:21])[N:18]=[N:19][C:14]3=[CH:13][CH:12]=2)[CH:8]=[CH:7][C:3]=1[C:4]([OH:6])=O.Cl.[CH2:34]([NH2:36])[CH3:35]. (8) Given the product [F:1][C:2]1[CH:9]=[CH:8][C:5]([C:6](=[S:25])[NH2:7])=[C:4]([CH2:10][O:11][CH2:12][CH2:13][O:14][CH3:15])[CH:3]=1, predict the reactants needed to synthesize it. The reactants are: [F:1][C:2]1[CH:9]=[CH:8][C:5]([C:6]#[N:7])=[C:4]([CH2:10][O:11][CH2:12][CH2:13][O:14][CH3:15])[CH:3]=1.O.O.O.O.O.O.[Cl-].[Mg+2].[Cl-].[S:25](S([O-])=O)([O-])=O.[Na+].[Na+]. (9) Given the product [Br:24][C:21]1[CH:22]=[CH:23][C:18]([CH2:17][NH:16][C:15]([C:8]2[CH:9]=[C:10]([CH3:14])[C:11]([F:13])=[CH:12][C:7]=2[O:6][CH2:5][C:4]([OH:27])=[O:3])=[O:26])=[C:19]([F:25])[CH:20]=1, predict the reactants needed to synthesize it. The reactants are: C([O:3][C:4](=[O:27])[CH2:5][O:6][C:7]1[CH:12]=[C:11]([F:13])[C:10]([CH3:14])=[CH:9][C:8]=1[C:15](=[O:26])[NH:16][CH2:17][C:18]1[CH:23]=[CH:22][C:21]([Br:24])=[CH:20][C:19]=1[F:25])C.[OH-].[Na+]. (10) Given the product [CH3:7][C:8]([OH:9])([CH3:11])[CH2:10][N:3]1[CH:4]=[CH:5][N:6]=[C:2]1[CH3:1], predict the reactants needed to synthesize it. The reactants are: [CH3:1][C:2]1[NH:3][CH:4]=[CH:5][N:6]=1.[CH3:7][C:8]1([CH3:11])[CH2:10][O:9]1.